This data is from Full USPTO retrosynthesis dataset with 1.9M reactions from patents (1976-2016). The task is: Predict the reactants needed to synthesize the given product. (1) Given the product [NH2:1][C:2]1[C:10]2[C:9]([C:11]3[CH:16]=[CH:15][CH:14]=[C:13]([NH:17][C:27](=[O:28])[C:26]([F:37])([F:36])[F:25])[CH:12]=3)=[N:8][C:7]([NH:18][CH:19]3[CH2:20][CH2:21]3)=[N:6][C:5]=2[S:4][C:3]=1[C:22]([NH2:24])=[O:23], predict the reactants needed to synthesize it. The reactants are: [NH2:1][C:2]1[C:10]2[C:9]([C:11]3[CH:16]=[CH:15][CH:14]=[C:13]([NH2:17])[CH:12]=3)=[N:8][C:7]([NH:18][CH:19]3[CH2:21][CH2:20]3)=[N:6][C:5]=2[S:4][C:3]=1[C:22]([NH2:24])=[O:23].[F:25][C:26]([F:37])([F:36])[C:27](O[C:27](=[O:28])[C:26]([F:37])([F:36])[F:25])=[O:28]. (2) Given the product [NH:49]1[CH:48]=[CH:47][N:38]=[C:37]1[C:22]1[C:21]2[C:25](=[CH:26][CH:27]=[C:19]([C:16]3[C:17]([CH3:18])=[C:12]([CH2:11][NH:7][CH:8]([CH3:9])[CH3:10])[CH:13]=[N:14][CH:15]=3)[CH:20]=2)[N:24]([CH2:28][C:29]2[CH:30]=[CH:31][C:32]([O:35][CH3:36])=[CH:33][CH:34]=2)[N:23]=1, predict the reactants needed to synthesize it. The reactants are: C(OC(=O)[N:7]([CH2:11][C:12]1[CH:13]=[N:14][CH:15]=[C:16]([C:19]2[CH:20]=[C:21]3[C:25](=[CH:26][CH:27]=2)[N:24]([CH2:28][C:29]2[CH:34]=[CH:33][C:32]([O:35][CH3:36])=[CH:31][CH:30]=2)[N:23]=[C:22]3[C:37]#[N:38])[C:17]=1[CH3:18])[CH:8]([CH3:10])[CH3:9])(C)(C)C.C([Li])CCC.CO[CH:47](OC)[CH2:48][NH2:49].COC(OC)C[NH-].[Li+]. (3) The reactants are: C[O:2][C:3]([C:5]1[N:6]=[C:7]([NH:11][C:12](=[O:33])[CH:13]([C:21]2[CH:26]=[CH:25][C:24]([S:27]([CH:30]3[CH2:32][CH2:31]3)(=[O:29])=[O:28])=[CH:23][CH:22]=2)[O:14][CH:15]2[CH2:20][CH2:19][O:18][CH2:17][CH2:16]2)[S:8][C:9]=1[CH3:10])=O.CC(C[AlH]CC(C)C)C. Given the product [CH:30]1([S:27]([C:24]2[CH:25]=[CH:26][C:21]([CH:13]([O:14][CH:15]3[CH2:16][CH2:17][O:18][CH2:19][CH2:20]3)[C:12]([NH:11][C:7]3[S:8][C:9]([CH3:10])=[C:5]([CH2:3][OH:2])[N:6]=3)=[O:33])=[CH:22][CH:23]=2)(=[O:29])=[O:28])[CH2:31][CH2:32]1, predict the reactants needed to synthesize it. (4) Given the product [CH2:31]([O:30][C:28](=[O:29])[CH2:27][N:22]1[C:23]2[C:19](=[C:18]([Br:17])[CH:26]=[CH:25][CH:24]=2)[C:20]([OH:34])([C:52]2[C:51]([OH:54])=[CH:50][C:49]3[O:45][CH2:46][CH2:47][C:48]=3[CH:53]=2)[C:21]1=[O:33])[CH3:32], predict the reactants needed to synthesize it. The reactants are: C1(CCN2C3C(=CC=CC=3)C(=O)C2=O)CC1.[Br:17][C:18]1[CH:26]=[CH:25][CH:24]=[C:23]2[C:19]=1[C:20](=[O:34])[C:21](=[O:33])[N:22]2[CH2:27][C:28]([O:30][CH2:31][CH3:32])=[O:29].O1C2C=CC(O)=CC=2OC1.[O:45]1[C:49]2[CH:50]=[C:51]([OH:54])[CH:52]=[CH:53][C:48]=2[CH2:47][CH2:46]1. (5) Given the product [F:1][C:2]1[CH:3]=[CH:4][C:5]([C:8]2[C:9](=[O:10])[N:11]3[CH2:15][CH:14]([O:16][C:17](=[O:22])[C:18]([CH3:19])([CH3:21])[CH3:20])[CH2:13][N:12]3[C:23]=2[C:25]2[CH:30]=[CH:29][N:28]=[C:27]([S:31][CH3:32])[N:26]=2)=[CH:6][CH:7]=1, predict the reactants needed to synthesize it. The reactants are: [F:1][C:2]1[CH:7]=[CH:6][C:5]([CH2:8][C:9]([N:11]2[CH2:15][CH:14]([O:16][C:17](=[O:22])[C:18]([CH3:21])([CH3:20])[CH3:19])[CH2:13][N:12]2[C:23]([C:25]2[CH:30]=[CH:29][N:28]=[C:27]([S:31][CH3:32])[N:26]=2)=O)=[O:10])=[CH:4][CH:3]=1.[H-].[Na+]. (6) Given the product [Cl:1][C:2]1[CH:3]=[C:4]([NH:8][C:9]2[N:10]=[CH:11][N:12]=[C:13]([N:15]([CH3:16])[C:26]([NH:25][C:19]3[C:18]([CH3:17])=[CH:23][CH:22]=[CH:21][C:20]=3[CH3:24])=[O:27])[CH:14]=2)[CH:5]=[CH:6][CH:7]=1, predict the reactants needed to synthesize it. The reactants are: [Cl:1][C:2]1[CH:3]=[C:4]([NH:8][C:9]2[CH:14]=[C:13]([NH:15][CH3:16])[N:12]=[CH:11][N:10]=2)[CH:5]=[CH:6][CH:7]=1.[CH3:17][C:18]1[CH:23]=[CH:22][CH:21]=[C:20]([CH3:24])[C:19]=1[N:25]=[C:26]=[O:27].